Task: Predict the product of the given reaction.. Dataset: Forward reaction prediction with 1.9M reactions from USPTO patents (1976-2016) (1) Given the reactants [C:1]([O:5][C:6]([N:8]1[C@@H:13]([C@@H:14]([O:47]CC2C=CC=CC=2)[C@@H:15]([N:32](CC2C=CC=CC=2)CC2C=CC=CC=2)[CH2:16][C:17]2[CH:22]=[C:21]([F:23])[CH:20]=[C:19]([O:24]CC3C=CC=CC=3)[CH:18]=2)[CH2:12][O:11][CH:10]([OH:55])[CH2:9]1)=[O:7])([CH3:4])([CH3:3])[CH3:2].[F:56][CH2:57][C:58](OS(C(F)(F)F)(=O)=O)([CH2:60][F:61])[CH3:59], predict the reaction product. The product is: [C:1]([O:5][C:6]([N:8]1[C@@H:13]([C@@H:14]([OH:47])[C@@H:15]([NH2:32])[CH2:16][C:17]2[CH:18]=[C:19]([OH:24])[CH:20]=[C:21]([F:23])[CH:22]=2)[CH2:12][O:11][C@H:10]([O:55][C:58]([CH2:60][F:61])([CH3:59])[CH2:57][F:56])[CH2:9]1)=[O:7])([CH3:4])([CH3:2])[CH3:3]. (2) Given the reactants [C:1]([C@@H:3]1[CH2:7][S:6][C@H:5]2[CH2:8][C@@H:9]([NH:12][C:13](=[O:19])[O:14][C:15]([CH3:18])([CH3:17])[CH3:16])[C:10](=[O:11])[N:4]12)#[N:2].C([C@@H]1CS[C@@H]2C[C@@H](NC(=O)OC(C)(C)C)C(=O)N12)(=O)N, predict the reaction product. The product is: [C:1]([C@@H:3]1[CH2:7][S:6][C@@H:5]2[CH2:8][C@@H:9]([NH:12][C:13](=[O:19])[O:14][C:15]([CH3:17])([CH3:16])[CH3:18])[C:10](=[O:11])[N:4]12)#[N:2]. (3) Given the reactants [C:1]([C:4]1[CH:5]=[CH:6][C:7]([OH:39])=[C:8]([NH:10][C:11](=[O:38])[CH2:12][C:13]2[CH:18]=[CH:17][C:16]([N:19]3[C:23]4[CH:24]=[CH:25][CH:26]=[CH:27][C:22]=4[N:21]=[C:20]3[CH2:28][NH:29]C(OC(C)(C)C)=O)=[C:15]([CH3:37])[CH:14]=2)[CH:9]=1)(=[NH:3])[NH2:2].[ClH:40], predict the reaction product. The product is: [ClH:40].[ClH:40].[C:1]([C:4]1[CH:5]=[CH:6][C:7]([OH:39])=[C:8]([NH:10][C:11](=[O:38])[CH2:12][C:13]2[CH:18]=[CH:17][C:16]([N:19]3[C:23]4[CH:24]=[CH:25][CH:26]=[CH:27][C:22]=4[N:21]=[C:20]3[CH2:28][NH2:29])=[C:15]([CH3:37])[CH:14]=2)[CH:9]=1)(=[NH:2])[NH2:3]. (4) The product is: [NH2:8][C:4]1[N:5]=[CH:6][N:7]=[C:2]([N:21]2[CH2:22][CH2:23][CH2:24][N:18]([C:25]([O:27][C:28]([CH3:31])([CH3:30])[CH3:29])=[O:26])[CH2:19][CH2:20]2)[CH:3]=1. Given the reactants Cl[C:2]1[N:7]=[CH:6][N:5]=[C:4]([NH2:8])[CH:3]=1.C(N(C(C)C)CC)(C)C.[N:18]1([C:25]([O:27][C:28]([CH3:31])([CH3:30])[CH3:29])=[O:26])[CH2:24][CH2:23][CH2:22][NH:21][CH2:20][CH2:19]1, predict the reaction product. (5) The product is: [CH3:18][N:19]([CH3:20])[C:2]1[CH:9]=[CH:8][C:5]([CH:6]=[O:7])=[CH:4][C:3]=1[O:10][CH3:11]. Given the reactants F[C:2]1[CH:9]=[CH:8][C:5]([CH:6]=[O:7])=[CH:4][C:3]=1[O:10][CH3:11].C(=O)([O-])[O-].[K+].[K+].[CH3:18][NH:19][CH3:20].C(O)C, predict the reaction product.